Dataset: Reaction yield outcomes from USPTO patents with 853,638 reactions. Task: Predict the reaction yield, written as a fraction of the theoretical maximum amount of product (1.0 means a 100% yield; for example, 0.34 means a 34% yield). (1) The reactants are [CH3:1][N:2]([CH3:16])[S:3]([C:6]1[CH:7]=[C:8]2[C:12](=[CH:13][CH:14]=1)[NH:11][C:10](=[O:15])[CH2:9]2)(=[O:5])=[O:4].[CH2:17]([N:19]([CH2:34][CH3:35])[CH2:20][CH2:21][NH:22][C:23]([C:25]1[C:29]([CH3:30])=[C:28]([CH:31]=O)[NH:27][C:26]=1[CH3:33])=[O:24])[CH3:18]. No catalyst specified. The product is [CH2:34]([N:19]([CH2:17][CH3:18])[CH2:20][CH2:21][NH:22][C:23]([C:25]1[C:29]([CH3:30])=[C:28]([CH:31]=[C:9]2[C:8]3[C:12](=[CH:13][CH:14]=[C:6]([S:3](=[O:5])(=[O:4])[N:2]([CH3:16])[CH3:1])[CH:7]=3)[NH:11][C:10]2=[O:15])[NH:27][C:26]=1[CH3:33])=[O:24])[CH3:35]. The yield is 0.430. (2) The reactants are CN(C=O)C.[NH:6]1[C:15](=[O:16])[C:14]2[NH:13][CH:12]=[N:11][C:10]=2[NH:9][C:7]1=[S:8].C(N(CC)CC)C.[CH3:24][O:25][C:26]1[CH:33]=[CH:32][C:29]([CH2:30]Br)=[CH:28][C:27]=1[N+:34]([O-:36])=[O:35]. The catalyst is O. The product is [OH:16][C:15]1[N:6]=[C:7]([S:8][CH2:30][C:29]2[CH:32]=[CH:33][C:26]([O:25][CH3:24])=[C:27]([N+:34]([O-:36])=[O:35])[CH:28]=2)[N:9]=[C:10]2[C:14]=1[N:13]=[CH:12][NH:11]2. The yield is 0.950. (3) The product is [C:19]1(=[O:28])[N:7]([CH2:6][C:5]2[CH:8]=[CH:9][C:10]([O:11][CH3:12])=[C:3]([O:2][CH3:1])[CH:4]=2)[C:22](=[O:23])[C:21]2=[CH:24][CH:25]=[CH:26][CH:27]=[C:20]12. The reactants are [CH3:1][O:2][C:3]1[CH:4]=[C:5]([CH:8]=[CH:9][C:10]=1[O:11][CH3:12])[CH2:6][NH2:7].C(N1[C:22](=[O:23])[C:21]2=[CH:24][CH:25]=[CH:26][CH:27]=[C:20]2[C:19]1=[O:28])(OCC)=O. The yield is 0.600. The catalyst is O1CCCC1.C(N(CC)CC)C. (4) The reactants are [Cl:1][C:2]1[CH:11]=[CH:10][C:9]([NH2:12])=[C:8]2[C:3]=1[CH:4]=[CH:5][CH:6]=[N:7]2.[N+:13]([C:16]1[CH:21]=[C:20]([CH3:22])[CH:19]=[CH:18][C:17]=1[S:23](Cl)(=[O:25])=[O:24])([O-:15])=[O:14]. No catalyst specified. The product is [Cl:1][C:2]1[CH:11]=[CH:10][C:9]([NH:12][S:23]([C:17]2[CH:18]=[CH:19][C:20]([CH3:22])=[CH:21][C:16]=2[N+:13]([O-:15])=[O:14])(=[O:24])=[O:25])=[C:8]2[C:3]=1[CH:4]=[CH:5][CH:6]=[N:7]2. The yield is 0.540. (5) The reactants are [O:1]=[S:2]1(=[O:22])[C:7]2[CH:8]=[CH:9][CH:10]=[CH:11][C:6]=2[C:5]([C:12]2[CH:21]=[CH:20][C:15]([C:16]([O:18][CH3:19])=[O:17])=[CH:14][CH:13]=2)=[CH:4][CH2:3]1. The catalyst is CO. The product is [O:1]=[S:2]1(=[O:22])[C:7]2[CH:8]=[CH:9][CH:10]=[CH:11][C:6]=2[CH:5]([C:12]2[CH:21]=[CH:20][C:15]([C:16]([O:18][CH3:19])=[O:17])=[CH:14][CH:13]=2)[CH2:4][CH2:3]1. The yield is 0.730. (6) The reactants are [Br:1][CH2:2][C:3]1[CH:11]=[CH:10][C:6]([C:7]([OH:9])=O)=[CH:5][CH:4]=1.S(Cl)(Cl)=O.[NH2:16][C:17]1[S:18][C:19]([N:27]2[CH2:32][CH2:31][O:30][CH2:29][CH2:28]2)=[C:20]([C:22]2[O:23][CH:24]=[CH:25][CH:26]=2)[N:21]=1.C(N(CC)CC)C.C(=O)([O-])[O-].[Na+].[Na+]. The catalyst is C1(C)C=CC=CC=1. The product is [Br:1][CH2:2][C:3]1[CH:4]=[CH:5][C:6]([C:7]([NH:16][C:17]2[S:18][C:19]([N:27]3[CH2:28][CH2:29][O:30][CH2:31][CH2:32]3)=[C:20]([C:22]3[O:23][CH:24]=[CH:25][CH:26]=3)[N:21]=2)=[O:9])=[CH:10][CH:11]=1. The yield is 0.920. (7) The reactants are [CH3:1][O:2][C:3]([C:5]1[C:13]2[C:8](=[N:9][CH:10]=[C:11]([F:14])[CH:12]=2)[N:7]([S:15]([C:18]2[CH:23]=[CH:22][CH:21]=[CH:20][CH:19]=2)(=[O:17])=[O:16])[C:6]=1[CH3:24])=[O:4].[Br:25]N1C(C)(C)C(=O)N(Br)C1=O. The catalyst is ClCCCl. The product is [CH3:1][O:2][C:3]([C:5]1[C:13]2[C:8](=[N:9][CH:10]=[C:11]([F:14])[CH:12]=2)[N:7]([S:15]([C:18]2[CH:23]=[CH:22][CH:21]=[CH:20][CH:19]=2)(=[O:17])=[O:16])[C:6]=1[CH2:24][Br:25])=[O:4]. The yield is 0.930. (8) The reactants are [Cl:1][C:2]1[CH:27]=[CH:26][C:5]2[C:6](=[O:25])[N:7]=[C:8]([C:10]3[N:15]=[C:14]([CH2:16][CH2:17][C:18]([O:20]C(C)(C)C)=[O:19])[CH:13]=[CH:12][CH:11]=3)[S:9][C:4]=2[CH:3]=1. The catalyst is FC(F)(F)C(O)=O. The product is [Cl:1][C:2]1[CH:27]=[CH:26][C:5]2[C:6](=[O:25])[N:7]=[C:8]([C:10]3[N:15]=[C:14]([CH2:16][CH2:17][C:18]([OH:20])=[O:19])[CH:13]=[CH:12][CH:11]=3)[S:9][C:4]=2[CH:3]=1. The yield is 0.960.